Dataset: Reaction yield outcomes from USPTO patents with 853,638 reactions. Task: Predict the reaction yield, written as a fraction of the theoretical maximum amount of product (1.0 means a 100% yield; for example, 0.34 means a 34% yield). (1) The reactants are [CH3:1][O:2][C:3]1[CH:4]=[C:5]([CH2:9][CH2:10][NH2:11])[CH:6]=[CH:7][CH:8]=1.O.[CH:13](O)=[O:14]. No catalyst specified. The product is [CH3:1][O:2][C:3]1[CH:4]=[C:5]([CH2:9][CH2:10][NH:11][CH:13]=[O:14])[CH:6]=[CH:7][CH:8]=1. The yield is 0.730. (2) The reactants are [CH3:1][C:2]1[CH:11]=[CH:10][C:9]2[C:4](=[CH:5][CH:6]=[CH:7][C:8]=2[N:12]2[CH2:17][CH2:16][N:15]([CH2:18][CH2:19][C:20]3[CH:21]=[C:22]([CH:24]=[CH:25][CH:26]=3)[NH2:23])[CH2:14][CH2:13]2)[N:3]=1.[CH2:27]([S:30](Cl)(=[O:32])=[O:31])[CH2:28][CH3:29]. No catalyst specified. The product is [CH3:1][C:2]1[CH:11]=[CH:10][C:9]2[C:4](=[CH:5][CH:6]=[CH:7][C:8]=2[N:12]2[CH2:13][CH2:14][N:15]([CH2:18][CH2:19][C:20]3[CH:21]=[C:22]([NH:23][S:30]([CH2:27][CH2:28][CH3:29])(=[O:32])=[O:31])[CH:24]=[CH:25][CH:26]=3)[CH2:16][CH2:17]2)[N:3]=1. The yield is 0.620. (3) The catalyst is C(#N)C. The reactants are F.[C:2]([NH:10][C:11]1[CH:12]=[CH:13][C:14]([O:17][C:18]([N:20]2[CH2:25][CH2:24][CH:23]([O:26][Si](C(C)(C)C)(C)C)[CH2:22][CH2:21]2)=[O:19])=[N:15][CH:16]=1)(=[O:9])[C:3]1[CH:8]=[CH:7][CH:6]=[CH:5][CH:4]=1. The product is [C:2]([NH:10][C:11]1[CH:12]=[CH:13][C:14]([O:17][C:18]([N:20]2[CH2:21][CH2:22][CH:23]([OH:26])[CH2:24][CH2:25]2)=[O:19])=[N:15][CH:16]=1)(=[O:9])[C:3]1[CH:4]=[CH:5][CH:6]=[CH:7][CH:8]=1. The yield is 0.680. (4) The reactants are [CH2:1]([O:3][C:4](=[O:20])[CH2:5][N:6]=[C:7]([C:14]1[CH:19]=[CH:18][CH:17]=[CH:16][CH:15]=1)[C:8]1[CH:13]=[CH:12][CH:11]=[CH:10][CH:9]=1)[CH3:2].CC(C)([O-])C.[K+].Br[CH2:28][C:29]1[CH:34]=[CH:33][C:32]([Cl:35])=[CH:31][C:30]=1[CH3:36]. The catalyst is CS(C)=O.C(OCC)(=O)C. The product is [CH2:1]([O:3][C:4](=[O:20])[CH:5]([N:6]=[C:7]([C:14]1[CH:19]=[CH:18][CH:17]=[CH:16][CH:15]=1)[C:8]1[CH:9]=[CH:10][CH:11]=[CH:12][CH:13]=1)[CH2:28][C:29]1[CH:34]=[CH:33][C:32]([Cl:35])=[CH:31][C:30]=1[CH3:36])[CH3:2]. The yield is 0.500. (5) The reactants are [Cl:1][C:2]1[C:7]([F:8])=[C:6]([N+:9]([O-])=O)[CH:5]=[CH:4][C:3]=1[OH:12].CO.[NH4+].[Cl-]. The catalyst is [Zn].C1COCC1. The product is [NH2:9][C:6]1[CH:5]=[CH:4][C:3]([OH:12])=[C:2]([Cl:1])[C:7]=1[F:8]. The yield is 0.760. (6) The reactants are [CH3:1][C:2]1[N:3]([CH:11]([CH3:15])[C:12]([OH:14])=O)[CH:4]=[C:5]([C:7]([F:10])([F:9])[F:8])[N:6]=1.C(Cl)(=O)C(Cl)=O.[F:22][C:23]1[CH:28]=[CH:27][C:26]([N:29]2[C:37]3[CH2:36][CH2:35][CH2:34][NH:33][C:32]=3[CH:31]=[N:30]2)=[CH:25][CH:24]=1.N1C=CC=CC=1. The catalyst is ClCCl.O.CN(C)C=O. The yield is 0.870. The product is [F:22][C:23]1[CH:24]=[CH:25][C:26]([N:29]2[C:37]3[CH2:36][CH2:35][CH2:34][N:33]([C:12](=[O:14])[CH:11]([N:3]4[CH:4]=[C:5]([C:7]([F:8])([F:9])[F:10])[N:6]=[C:2]4[CH3:1])[CH3:15])[C:32]=3[CH:31]=[N:30]2)=[CH:27][CH:28]=1. (7) The reactants are ClC(OCC(C)C)=O.[C:9]([O:13][C:14]([NH:16][C@@H:17]([CH2:21][CH2:22][C:23]1[CH:28]=[CH:27][CH:26]=[CH:25][CH:24]=1)[C:18]([OH:20])=O)=[O:15])([CH3:12])([CH3:11])[CH3:10].CN1CCOCC1.Cl.[CH3:37][NH:38][O:39][CH3:40]. The catalyst is C(Cl)Cl. The product is [CH3:40][O:39][N:38]([CH3:37])[C:18](=[O:20])[CH:17]([NH:16][C:14]([O:13][C:9]([CH3:10])([CH3:11])[CH3:12])=[O:15])[CH2:21][CH2:22][C:23]1[CH:28]=[CH:27][CH:26]=[CH:25][CH:24]=1. The yield is 0.890.